Dataset: Peptide-MHC class I binding affinity with 185,985 pairs from IEDB/IMGT. Task: Regression. Given a peptide amino acid sequence and an MHC pseudo amino acid sequence, predict their binding affinity value. This is MHC class I binding data. (1) The peptide sequence is QSPQPVRVK. The MHC is HLA-B40:01 with pseudo-sequence HLA-B40:01. The binding affinity (normalized) is 0.0847. (2) The peptide sequence is GRIPVSDIF. The MHC is HLA-B51:01 with pseudo-sequence HLA-B51:01. The binding affinity (normalized) is 0.0847. (3) The peptide sequence is MLVGHMPFM. The MHC is HLA-B18:01 with pseudo-sequence HLA-B18:01. The binding affinity (normalized) is 0.0847. (4) The peptide sequence is FLARAIVFV. The MHC is HLA-A02:01 with pseudo-sequence HLA-A02:01. The binding affinity (normalized) is 1.00. (5) The peptide sequence is DLADQLIHL. The MHC is HLA-A02:19 with pseudo-sequence HLA-A02:19. The binding affinity (normalized) is 0.652.